From a dataset of Full USPTO retrosynthesis dataset with 1.9M reactions from patents (1976-2016). Predict the reactants needed to synthesize the given product. Given the product [Br:4][C:5]1[C:14]([N:15]([CH:16]2[CH2:21][CH2:20][C:19]([F:22])([F:23])[CH2:18][CH2:17]2)[CH2:1][CH3:2])=[CH:13][CH:12]=[CH:11][C:6]=1[C:7]([O:9][CH3:10])=[O:8], predict the reactants needed to synthesize it. The reactants are: [CH:1](=O)[CH3:2].[Br:4][C:5]1[C:14]([NH:15][CH:16]2[CH2:21][CH2:20][C:19]([F:23])([F:22])[CH2:18][CH2:17]2)=[CH:13][CH:12]=[CH:11][C:6]=1[C:7]([O:9][CH3:10])=[O:8].CC(O)=O.[BH-](OC(C)=O)(OC(C)=O)OC(C)=O.[Na+].